This data is from Forward reaction prediction with 1.9M reactions from USPTO patents (1976-2016). The task is: Predict the product of the given reaction. (1) Given the reactants [N:1]1[C:10]2[C:5](=[CH:6][C:7]([CH:11]=O)=[CH:8][CH:9]=2)[N:4]=[CH:3][CH:2]=1.[CH3:13][O:14][C:15]1[CH:16]=[C:17]([CH:19]=[CH:20][CH:21]=1)[NH2:18], predict the reaction product. The product is: [CH3:13][O:14][C:15]1[CH:16]=[C:17]([CH:19]=[CH:20][CH:21]=1)[N:18]=[CH:11][C:7]1[CH:6]=[C:5]2[C:10](=[CH:9][CH:8]=1)[N:1]=[CH:2][CH:3]=[N:4]2. (2) Given the reactants COC1C=CC(C[N:8]2[C:14](=[O:15])[C:13]3[CH:16]=[CH:17][C:18]([C:20]([CH3:24])([CH3:23])[CH:21]=[O:22])=[CH:19][C:12]=3[O:11][CH2:10][CH2:9]2)=CC=1.C(O)(C(F)(F)F)=O.CCOC(C)=O, predict the reaction product. The product is: [CH3:24][C:20]([C:18]1[CH:17]=[CH:16][C:13]2[C:14](=[O:15])[NH:8][CH2:9][CH2:10][O:11][C:12]=2[CH:19]=1)([CH3:23])[CH:21]=[O:22]. (3) Given the reactants [C:1]1([CH:7]([C:11]2[CH:16]=[CH:15][CH:14]=[CH:13][CH:12]=2)[C:8](Cl)=[O:9])[CH:6]=[CH:5][CH:4]=[CH:3][CH:2]=1.[NH2:17][CH2:18][CH2:19][CH2:20][N:21]1[CH2:26][CH2:25][CH:24]([C:27]2[CH:28]=[C:29]([NH:35][C:36](=[O:40])[CH:37]([CH3:39])[CH3:38])[CH:30]=[CH:31][C:32]=2[O:33][CH3:34])[CH2:23][CH2:22]1, predict the reaction product. The product is: [C:1]1([CH:7]([C:11]2[CH:16]=[CH:15][CH:14]=[CH:13][CH:12]=2)[C:8]([NH:17][CH2:18][CH2:19][CH2:20][N:21]2[CH2:26][CH2:25][CH:24]([C:27]3[CH:28]=[C:29]([NH:35][C:36](=[O:40])[CH:37]([CH3:38])[CH3:39])[CH:30]=[CH:31][C:32]=3[O:33][CH3:34])[CH2:23][CH2:22]2)=[O:9])[CH:6]=[CH:5][CH:4]=[CH:3][CH:2]=1. (4) Given the reactants [CH3:1][O:2][C:3](=[O:14])[C:4]1[CH:9]=[CH:8][CH:7]=[C:6]([CH2:10][N:11]=[N+:12]=[N-:13])[CH:5]=1.[C:15]([C:17]1[CH:22]=[CH:21][C:20]([C:23]#[CH:24])=[CH:19][CH:18]=1)#[N:16].O=C1O[C@H]([C@H](CO)O)C([O-])=C1O.[Na+], predict the reaction product. The product is: [CH3:1][O:2][C:3](=[O:14])[C:4]1[CH:9]=[CH:8][CH:7]=[C:6]([CH2:10][N:11]2[CH:24]=[C:23]([C:20]3[CH:21]=[CH:22][C:17]([C:15]#[N:16])=[CH:18][CH:19]=3)[N:13]=[N:12]2)[CH:5]=1. (5) Given the reactants [Br:1][C:2]1[CH:3]=[C:4]2[C:8](=[CH:9][CH:10]=1)[N:7]([CH2:11][O:12][CH2:13][CH2:14][Si:15]([CH3:18])([CH3:17])[CH3:16])[N:6]=[C:5]2I.[NH2:20][C:21]1[N:25]([C:26]2[CH:31]=[CH:30][CH:29]=[CH:28][CH:27]=2)[C:24]2[CH:32]=[CH:33][C:34]([CH2:36][OH:37])=[CH:35][C:23]=2[N:22]=1.CN[C@@H]1CCCC[C@H]1NC.P([O-])([O-])([O-])=O.[K+].[K+].[K+], predict the reaction product. The product is: [Br:1][C:2]1[CH:3]=[C:4]2[C:8](=[CH:9][CH:10]=1)[N:7]([CH2:11][O:12][CH2:13][CH2:14][Si:15]([CH3:18])([CH3:17])[CH3:16])[N:6]=[C:5]2[NH:20][C:21]1[N:25]([C:26]2[CH:27]=[CH:28][CH:29]=[CH:30][CH:31]=2)[C:24]2[CH:32]=[CH:33][C:34]([CH2:36][OH:37])=[CH:35][C:23]=2[N:22]=1.